From a dataset of Catalyst prediction with 721,799 reactions and 888 catalyst types from USPTO. Predict which catalyst facilitates the given reaction. (1) Reactant: [Br:1][C:2]1[CH:7]=[CH:6][C:5]([C:8]([C:19]2[CH:24]=[CH:23][C:22]([S:25]([CH3:28])(=[O:27])=[O:26])=[CH:21][CH:20]=2)=[N:9][C@H:10]([C:15]([O:17][CH3:18])=[O:16])[CH2:11][CH:12]([CH3:14])[CH3:13])=[CH:4][CH:3]=1.BrC1C=CC([C:36]([C:38]2[CH:43]=[CH:42][C:41]([S:44]([CH3:47])(=[O:46])=[O:45])=[CH:40][CH:39]=2)=[O:37])=CC=1.[BH4-].[Na+]. Product: [Br:1][C:2]1[CH:7]=[CH:6][C:5]([CH:8]([C:19]2[CH:20]=[CH:21][C:22]([S:25]([CH3:28])(=[O:27])=[O:26])=[CH:23][CH:24]=2)[NH:9][C@H:10]([C:15]([O:17][CH3:18])=[O:16])[CH2:11][CH:12]([CH3:13])[CH3:14])=[CH:4][CH:3]=1.[CH3:47][S:44]([C:41]1[CH:42]=[CH:43][C:38]([CH2:36][OH:37])=[CH:39][CH:40]=1)(=[O:45])=[O:46]. The catalyst class is: 404. (2) Reactant: [Cl:1][C:2]1[CH:3]=[C:4]([CH:7]=[CH:8][C:9]=1[C:10]([F:13])([F:12])[F:11])[CH:5]=[O:6].[N+:14]([CH:16](S(C1C=CC(C)=CC=1)(=O)=O)[CH3:17])#[C-:15].C([O-])([O-])=O.[K+].[K+]. Product: [Cl:1][C:2]1[CH:3]=[C:4]([C:5]2[O:6][CH:15]=[N:14][C:16]=2[CH3:17])[CH:7]=[CH:8][C:9]=1[C:10]([F:11])([F:12])[F:13]. The catalyst class is: 5. (3) Reactant: [Br:1][C:2]1[CH:10]=[CH:9][C:5]([C:6]([OH:8])=[O:7])=[C:4]([F:11])[CH:3]=1.C(=O)([O-])[O-].[K+].[K+].[CH2:18](Br)[C:19]1[CH:24]=[CH:23][CH:22]=[CH:21][CH:20]=1. Product: [Br:1][C:2]1[CH:10]=[CH:9][C:5]([C:6]([O:8][CH2:18][C:19]2[CH:24]=[CH:23][CH:22]=[CH:21][CH:20]=2)=[O:7])=[C:4]([F:11])[CH:3]=1. The catalyst class is: 9.